The task is: Predict which catalyst facilitates the given reaction.. This data is from Catalyst prediction with 721,799 reactions and 888 catalyst types from USPTO. (1) Reactant: [Br:1][C:2]1[CH:3]=[CH:4][C:5]2[NH:11][C:10](=O)[CH2:9][CH2:8][C:7](=[O:13])[C:6]=2[CH:14]=1.COC1C=CC(P2(SP(C3C=CC(OC)=CC=3)(=S)S2)=[S:24])=CC=1. Product: [Br:1][C:2]1[CH:3]=[CH:4][C:5]2[NH:11][C:10](=[S:24])[CH2:9][CH2:8][C:7](=[O:13])[C:6]=2[CH:14]=1. The catalyst class is: 7. (2) Reactant: FC1C=CC(N[C:9]([C:11]2(C(NC3C=CC(OC4C5C(=CC(OC)=C(OC)C=5)N=C(C)N=4)=CC=3)=O)CC2)=[O:10])=CC=1.[CH3:39][O:40][C:41](=[O:53])[C:42]1[CH:47]=[C:46]([O:48][CH3:49])[C:45]([O:50][CH3:51])=[CH:44][C:43]=1[NH2:52].C(OC(=O)C)(=O)C. Product: [CH3:39][O:40][C:41](=[O:53])[C:42]1[CH:47]=[C:46]([O:48][CH3:49])[C:45]([O:50][CH3:51])=[CH:44][C:43]=1[NH:52][C:9](=[O:10])[CH3:11]. The catalyst class is: 194. (3) Reactant: C([O:3][C:4]([C:6]1[C:7]2[CH:21]3[CH2:22][CH:20]3[CH2:19][C:8]=2[N:9]([C:11]2[CH:16]=[CH:15][C:14]([F:17])=[CH:13][C:12]=2[F:18])[N:10]=1)=[O:5])C.COC(C1C2C3CC3CC=2N(C2C=CC(F)=CC=2F)N=1)=O.[OH-].[Na+]. Product: [F:18][C:12]1[CH:13]=[C:14]([F:17])[CH:15]=[CH:16][C:11]=1[N:9]1[C:8]2[CH2:19][CH:20]3[CH2:22][CH:21]3[C:7]=2[C:6]([C:4]([OH:5])=[O:3])=[N:10]1. The catalyst class is: 92. (4) Reactant: [CH3:1][CH2:2][O:3][C:4]([CH2:6][C:7]([C:9]1[CH:14]=[CH:13][CH:12]=[CH:11][CH:10]=1)=[O:8])=[O:5].Br[CH2:16][C:17]([CH:19]1[CH2:24][CH2:23][CH2:22][CH2:21][CH2:20]1)=[O:18].C(OCC)(=O)C. Product: [CH2:2]([O:3][C:4](=[O:5])[CH:6]([C:7](=[O:8])[C:9]1[CH:10]=[CH:11][CH:12]=[CH:13][CH:14]=1)[CH2:16][C:17]([CH:19]1[CH2:24][CH2:23][CH2:22][CH2:21][CH2:20]1)=[O:18])[CH3:1]. The catalyst class is: 170.